Dataset: NCI-60 drug combinations with 297,098 pairs across 59 cell lines. Task: Regression. Given two drug SMILES strings and cell line genomic features, predict the synergy score measuring deviation from expected non-interaction effect. (1) Drug 1: COC1=C(C=C2C(=C1)N=CN=C2NC3=CC(=C(C=C3)F)Cl)OCCCN4CCOCC4. Drug 2: C1=CC(=CC=C1CCCC(=O)O)N(CCCl)CCCl. Cell line: SNB-19. Synergy scores: CSS=12.8, Synergy_ZIP=-4.98, Synergy_Bliss=1.02, Synergy_Loewe=1.99, Synergy_HSA=2.83. (2) Drug 1: C1=CC=C(C(=C1)C(C2=CC=C(C=C2)Cl)C(Cl)Cl)Cl. Drug 2: CN1C2=C(C=C(C=C2)N(CCCl)CCCl)N=C1CCCC(=O)O.Cl. Cell line: HCT116. Synergy scores: CSS=3.40, Synergy_ZIP=2.64, Synergy_Bliss=7.30, Synergy_Loewe=7.50, Synergy_HSA=4.31. (3) Drug 1: CCC1=CC2CC(C3=C(CN(C2)C1)C4=CC=CC=C4N3)(C5=C(C=C6C(=C5)C78CCN9C7C(C=CC9)(C(C(C8N6C)(C(=O)OC)O)OC(=O)C)CC)OC)C(=O)OC.C(C(C(=O)O)O)(C(=O)O)O. Drug 2: C1=NC2=C(N=C(N=C2N1C3C(C(C(O3)CO)O)O)F)N. Cell line: HOP-92. Synergy scores: CSS=37.4, Synergy_ZIP=-7.31, Synergy_Bliss=5.14, Synergy_Loewe=-21.0, Synergy_HSA=6.38. (4) Drug 1: CC1C(C(CC(O1)OC2CC(CC3=C2C(=C4C(=C3O)C(=O)C5=C(C4=O)C(=CC=C5)OC)O)(C(=O)C)O)N)O.Cl. Drug 2: C1=CC(=CC=C1CC(C(=O)O)N)N(CCCl)CCCl.Cl. Cell line: HL-60(TB). Synergy scores: CSS=74.5, Synergy_ZIP=16.9, Synergy_Bliss=19.2, Synergy_Loewe=1.03, Synergy_HSA=18.9. (5) Drug 1: CC1=C(C=C(C=C1)NC2=NC=CC(=N2)N(C)C3=CC4=NN(C(=C4C=C3)C)C)S(=O)(=O)N.Cl. Drug 2: CCC1(C2=C(COC1=O)C(=O)N3CC4=CC5=C(C=CC(=C5CN(C)C)O)N=C4C3=C2)O.Cl. Cell line: SF-539. Synergy scores: CSS=20.4, Synergy_ZIP=-9.40, Synergy_Bliss=-6.11, Synergy_Loewe=-4.88, Synergy_HSA=-4.64. (6) Drug 1: C1CCC(CC1)NC(=O)N(CCCl)N=O. Drug 2: CC1=CC=C(C=C1)C2=CC(=NN2C3=CC=C(C=C3)S(=O)(=O)N)C(F)(F)F. Cell line: ACHN. Synergy scores: CSS=4.86, Synergy_ZIP=-6.33, Synergy_Bliss=-10.4, Synergy_Loewe=-9.36, Synergy_HSA=-9.73. (7) Drug 1: C1CN1P(=S)(N2CC2)N3CC3. Drug 2: CC1CCCC2(C(O2)CC(NC(=O)CC(C(C(=O)C(C1O)C)(C)C)O)C(=CC3=CSC(=N3)C)C)C. Cell line: OVCAR-5. Synergy scores: CSS=54.5, Synergy_ZIP=-0.176, Synergy_Bliss=-2.40, Synergy_Loewe=-12.8, Synergy_HSA=-2.02. (8) Drug 1: CCC1(CC2CC(C3=C(CCN(C2)C1)C4=CC=CC=C4N3)(C5=C(C=C6C(=C5)C78CCN9C7C(C=CC9)(C(C(C8N6C)(C(=O)OC)O)OC(=O)C)CC)OC)C(=O)OC)O.OS(=O)(=O)O. Drug 2: CC(C)NC(=O)C1=CC=C(C=C1)CNNC.Cl. Cell line: OVCAR-4. Synergy scores: CSS=6.77, Synergy_ZIP=-2.07, Synergy_Bliss=0.306, Synergy_Loewe=-10.4, Synergy_HSA=-0.881. (9) Drug 1: C1CCN(CC1)CCOC2=CC=C(C=C2)C(=O)C3=C(SC4=C3C=CC(=C4)O)C5=CC=C(C=C5)O. Drug 2: CC1=C(C=C(C=C1)NC2=NC=CC(=N2)N(C)C3=CC4=NN(C(=C4C=C3)C)C)S(=O)(=O)N.Cl. Cell line: NCI-H322M. Synergy scores: CSS=-6.71, Synergy_ZIP=-0.805, Synergy_Bliss=-9.96, Synergy_Loewe=-11.1, Synergy_HSA=-10.7. (10) Drug 1: C1=CC(=CC=C1CCCC(=O)O)N(CCCl)CCCl. Drug 2: CC1=C(C(CCC1)(C)C)C=CC(=CC=CC(=CC(=O)O)C)C. Cell line: TK-10. Synergy scores: CSS=-1.15, Synergy_ZIP=-4.71, Synergy_Bliss=-7.78, Synergy_Loewe=-7.63, Synergy_HSA=-7.38.